Dataset: Full USPTO retrosynthesis dataset with 1.9M reactions from patents (1976-2016). Task: Predict the reactants needed to synthesize the given product. Given the product [Cl:9][C:6]1[CH:7]=[CH:8][C:2]2[C:34]3[N:41]=[C:40]([CH3:42])[CH:39]=[CH:38][C:35]=3[C:36]([NH2:37])=[N:4][C:3]=2[CH:5]=1, predict the reactants needed to synthesize it. The reactants are: Br[C:2]1[CH:8]=[CH:7][C:6]([Cl:9])=[CH:5][C:3]=1[NH2:4].CC1(C)C(C)(C)OB(B2OC(C)(C)C(C)(C)O2)O1.C([O-])(=O)C.[K+].Cl[C:34]1[N:41]=[C:40]([CH3:42])[CH:39]=[CH:38][C:35]=1[C:36]#[N:37].C(=O)([O-])[O-].[K+].[K+].